From a dataset of Catalyst prediction with 721,799 reactions and 888 catalyst types from USPTO. Predict which catalyst facilitates the given reaction. Reactant: [CH2:1]([O:4][C:5]1[CH:14]=[N:13][C:12]2[C:11](=O)[NH:10][CH:9]=[N:8][C:7]=2[CH:6]=1)[C:2]#[CH:3].C(N(CC)C(C)C)(C)C.P(Cl)(Cl)([Cl:27])=O.C([O-])(O)=O.[Na+]. Product: [Cl:27][C:11]1[C:12]2[N:13]=[CH:14][C:5]([O:4][CH2:1][C:2]#[CH:3])=[CH:6][C:7]=2[N:8]=[CH:9][N:10]=1. The catalyst class is: 11.